From a dataset of Full USPTO retrosynthesis dataset with 1.9M reactions from patents (1976-2016). Predict the reactants needed to synthesize the given product. (1) Given the product [Cl:1][C:2]1[CH:3]=[CH:4][C:5]([NH:8][C:9]([C:11]2[CH:16]=[C:15]([Cl:17])[CH:14]=[CH:13][C:12]=2[NH:18][C:19]([C:21]2[CH:26]=[CH:25][C:24]([S:27]([CH3:36])(=[N:29][CH2:30][CH2:31][OH:32])=[O:28])=[CH:23][CH:22]=2)=[O:20])=[O:10])=[N:6][CH:7]=1, predict the reactants needed to synthesize it. The reactants are: [Cl:1][C:2]1[CH:3]=[CH:4][C:5]([NH:8][C:9]([C:11]2[CH:16]=[C:15]([Cl:17])[CH:14]=[CH:13][C:12]=2[NH:18][C:19]([C:21]2[CH:26]=[CH:25][C:24]([S:27]([CH3:36])(=[N:29][CH2:30][C:31](OCC)=[O:32])=[O:28])=[CH:23][CH:22]=2)=[O:20])=[O:10])=[N:6][CH:7]=1.[BH4-].[Na+]. (2) Given the product [CH3:42][O:43][C:44]([C:46]1([C:52]2[CH:53]=[CH:54][CH:55]=[C:8]([S:9][C:10]3[CH:19]=[C:18]4[C:13]([C:14]([C:23]5[CH:28]=[CH:27][CH:26]=[CH:25][CH:24]=5)=[CH:15][C:16]5[N:17]4[CH:20]=[CH:21][N:22]=5)=[CH:12][CH:11]=3)[CH:57]=2)[CH2:47][CH2:48][O:49][CH2:50][CH2:51]1)=[O:45], predict the reactants needed to synthesize it. The reactants are: C(C(CCCC)COC(=O)C[CH2:8][S:9][C:10]1[CH:19]=[C:18]2[C:13]([C:14]([C:23]3[CH:28]=[CH:27][CH:26]=[CH:25][CH:24]=3)=[CH:15][C:16]3[N:17]2[CH:20]=[CH:21][N:22]=3)=[CH:12][CH:11]=1)C.N#N.CC(C)([O-])C.[K+].[CH3:42][O:43][C:44]([C:46]1([C:52]2[CH:57]=C[CH:55]=[C:54](Br)[CH:53]=2)[CH2:51][CH2:50][O:49][CH2:48][CH2:47]1)=[O:45].C1(P(C2C=CC=CC=2)C2C3OC4C(=CC=CC=4P(C4C=CC=CC=4)C4C=CC=CC=4)C(C)(C)C=3C=CC=2)C=CC=CC=1.CCN(C(C)C)C(C)C. (3) Given the product [CH:151]1[C:152]2[N:153]([CH2:155][CH2:156][O:157][CH2:158][CH2:159][O:61][C:60](=[O:62])[C:59]3[CH:58]=[C:57]([O:56][CH2:55][CH2:54][CH2:53][CH2:52][C:51]([F:126])([F:127])[C:50]([F:128])([F:129])[C:49]([F:130])([F:131])[C:48]([F:132])([F:133])[C:47]([F:134])([F:135])[C:46]([F:136])([F:137])[C:45]([F:138])([F:139])[C:44]([F:140])([F:141])[F:43])[C:65]([O:66][CH2:67][CH2:68][CH2:69][CH2:70][C:71]([F:94])([F:95])[C:72]([F:93])([F:92])[C:73]([F:91])([F:90])[C:74]([F:89])([F:88])[C:75]([F:87])([F:86])[C:76]([F:85])([F:84])[C:77]([F:83])([F:82])[C:78]([F:81])([F:80])[F:79])=[C:64]([O:96][CH2:97][CH2:98][CH2:99][CH2:100][C:101]([F:124])([F:125])[C:102]([F:122])([F:123])[C:103]([F:120])([F:121])[C:104]([F:118])([F:119])[C:105]([F:117])([F:116])[C:106]([F:115])([F:114])[C:107]([F:113])([F:112])[C:108]([F:111])([F:110])[F:109])[CH:63]=3)[C:154]3[C:146](=[CH:145][CH:144]=[CH:143][CH:142]=3)[C:147]=2[CH:148]=[CH:149][CH:150]=1, predict the reactants needed to synthesize it. The reactants are: C1N([C@@H]2O[C@H](CO)[C@H](O)[C@H](O)[C@H]2O)N=NC=1COCC(N)(COCC1N=NN([C@@H]2O[C@H](CO)[C@H](O)[C@H](O)[C@H]2O)C=1)CO.[F:43][C:44]([F:141])([F:140])[C:45]([F:139])([F:138])[C:46]([F:137])([F:136])[C:47]([F:135])([F:134])[C:48]([F:133])([F:132])[C:49]([F:131])([F:130])[C:50]([F:129])([F:128])[C:51]([F:127])([F:126])[CH2:52][CH2:53][CH2:54][CH2:55][O:56][C:57]1[CH:58]=[C:59]([CH:63]=[C:64]([O:96][CH2:97][CH2:98][CH2:99][CH2:100][C:101]([F:125])([F:124])[C:102]([F:123])([F:122])[C:103]([F:121])([F:120])[C:104]([F:119])([F:118])[C:105]([F:117])([F:116])[C:106]([F:115])([F:114])[C:107]([F:113])([F:112])[C:108]([F:111])([F:110])[F:109])[C:65]=1[O:66][CH2:67][CH2:68][CH2:69][CH2:70][C:71]([F:95])([F:94])[C:72]([F:93])([F:92])[C:73]([F:91])([F:90])[C:74]([F:89])([F:88])[C:75]([F:87])([F:86])[C:76]([F:85])([F:84])[C:77]([F:83])([F:82])[C:78]([F:81])([F:80])[F:79])[C:60]([OH:62])=[O:61].[CH:142]1[C:154]2[N:153]([CH2:155][CH2:156][O:157][CH2:158][CH2:159]O)[C:152]3[C:147](=[CH:148][CH:149]=[CH:150][CH:151]=3)[C:146]=2[CH:145]=[CH:144][CH:143]=1.